From a dataset of Forward reaction prediction with 1.9M reactions from USPTO patents (1976-2016). Predict the product of the given reaction. (1) Given the reactants [O:1]=[C:2]1[NH:8][C:7]2[CH:9]=[CH:10][CH:11]=[N:12][C:6]=2[CH2:5][CH2:4][N:3]1[CH:13]1[CH2:18][CH2:17][N:16](C(OC(C)(C)C)=O)[CH2:15][CH2:14]1.FC(F)(F)C(O)=O.[ClH:33].C(OCC)C, predict the reaction product. The product is: [ClH:33].[ClH:33].[NH:16]1[CH2:17][CH2:18][CH:13]([N:3]2[CH2:4][CH2:5][C:6]3[N:12]=[CH:11][CH:10]=[CH:9][C:7]=3[NH:8][C:2]2=[O:1])[CH2:14][CH2:15]1. (2) The product is: [CH2:15]([O:22][C:23]1[CH:24]=[CH:25][C:26](/[CH:27]=[CH:10]/[C:8]([C:6]2[CH:7]=[C:2]([CH3:1])[CH:3]=[C:4]([N+:12]([O-:14])=[O:13])[C:5]=2[OH:11])=[O:9])=[CH:29][CH:30]=1)[C:16]1[CH:17]=[CH:18][CH:19]=[CH:20][CH:21]=1. Given the reactants [CH3:1][C:2]1[CH:7]=[C:6]([C:8]([CH3:10])=[O:9])[C:5]([OH:11])=[C:4]([N+:12]([O-:14])=[O:13])[CH:3]=1.[CH2:15]([O:22][C:23]1[CH:30]=[CH:29][C:26]([CH:27]=O)=[CH:25][CH:24]=1)[C:16]1[CH:21]=[CH:20][CH:19]=[CH:18][CH:17]=1, predict the reaction product. (3) Given the reactants FC1C(F)=CC([C:9]2[CH:14]=[CH:13][N:12]=[CH:11][C:10]=2[N:15](CCS(C)(=O)=O)C(=O)C2C=C(C(F)(F)F)N=C(C(F)(F)F)C=2)=C(OC)C=1.[CH3:40][O:41][C:42]1[C:47](B(O)O)=[CH:46][CH:45]=[CH:44][N:43]=1.CCCCCCC.C[CH2:59][O:60][C:61]([CH3:63])=[O:62], predict the reaction product. The product is: [CH3:59][O:60][C:61](=[O:62])[CH2:63][NH:15][C:10]1[CH:11]=[N:12][CH:13]=[CH:14][C:9]=1[C:47]1[C:42]([O:41][CH3:40])=[N:43][CH:44]=[CH:45][CH:46]=1. (4) Given the reactants [Cl:1][C:2]1[CH:7]=[C:6]([N+:8]([O-])=O)[CH:5]=[CH:4][C:3]=1F.[OH:12][C:13]1[CH:14]=[C:15]([CH:20]=[C:21]([C:23]([F:26])([F:25])[F:24])[CH:22]=1)[C:16]([O:18][CH3:19])=[O:17].C(=O)([O-])[O-].[K+].[K+], predict the reaction product. The product is: [NH2:8][C:6]1[CH:5]=[CH:4][C:3]([O:12][C:13]2[CH:14]=[C:15]([CH:20]=[C:21]([C:23]([F:24])([F:25])[F:26])[CH:22]=2)[C:16]([O:18][CH3:19])=[O:17])=[C:2]([Cl:1])[CH:7]=1. (5) Given the reactants F[C:2]1[CH:9]=[C:8]([N:10]2[C:22]3[CH:21]=[CH:20][CH:19]=[C:18]([C:23]4[NH:27][C:26]5[CH:28]=[C:29]([F:32])[CH:30]=[CH:31][C:25]=5[N:24]=4)[C:17]=3[C:16]3[C:11]2=[CH:12][CH:13]=[CH:14][CH:15]=3)[CH:7]=[CH:6][C:3]=1[C:4]#[N:5].C(=O)([O-])[O-].[K+].[K+].Cl.[NH2:40][C@@H:41]1[CH:46]2[CH2:47][CH2:48][N:43]([CH2:44][CH2:45]2)[CH2:42]1.[OH-:49].[Na+].OO, predict the reaction product. The product is: [N:43]12[CH2:48][CH2:47][CH:46]([CH2:45][CH2:44]1)[C@@H:41]([NH:40][C:2]1[CH:9]=[C:8]([N:10]3[C:22]4[CH:21]=[CH:20][CH:19]=[C:18]([C:23]5[NH:27][C:26]6[CH:28]=[C:29]([F:32])[CH:30]=[CH:31][C:25]=6[N:24]=5)[C:17]=4[C:16]4[C:11]3=[CH:12][CH:13]=[CH:14][CH:15]=4)[CH:7]=[CH:6][C:3]=1[C:4]([NH2:5])=[O:49])[CH2:42]2. (6) Given the reactants C[O:2][C:3]([CH:5]1[CH2:9][CH:8]([NH:10][C:11]([O:13][C:14]([CH3:17])([CH3:16])[CH3:15])=[O:12])[CH2:7][N:6]1[CH2:18][C:19]1[CH:24]=[CH:23][CH:22]=[CH:21][CH:20]=1)=[O:4].[Li+].[OH-], predict the reaction product. The product is: [CH2:18]([N:6]1[CH2:7][CH:8]([NH:10][C:11]([O:13][C:14]([CH3:16])([CH3:17])[CH3:15])=[O:12])[CH2:9][CH:5]1[C:3]([OH:4])=[O:2])[C:19]1[CH:24]=[CH:23][CH:22]=[CH:21][CH:20]=1. (7) Given the reactants [Cl:1][C:2]1[CH:7]=[CH:6][C:5]([S:8]([N:11]([CH2:19][C:20]2[CH:28]=[CH:27][C:23]([C:24]([OH:26])=O)=[CH:22][CH:21]=2)[CH2:12][C:13]2[CH:18]=[CH:17][CH:16]=[CH:15][N:14]=2)(=[O:10])=[O:9])=[CH:4][CH:3]=1.[F:29][C:30]1[CH:31]=[C:32]([S:36]([NH2:39])(=[O:38])=[O:37])[CH:33]=[CH:34][CH:35]=1, predict the reaction product. The product is: [F:29][C:30]1[CH:31]=[C:32]([S:36]([NH:39][C:24](=[O:26])[C:23]2[CH:22]=[CH:21][C:20]([CH2:19][N:11]([S:8]([C:5]3[CH:4]=[CH:3][C:2]([Cl:1])=[CH:7][CH:6]=3)(=[O:10])=[O:9])[CH2:12][C:13]3[CH:18]=[CH:17][CH:16]=[CH:15][N:14]=3)=[CH:28][CH:27]=2)(=[O:37])=[O:38])[CH:33]=[CH:34][CH:35]=1. (8) Given the reactants [C:1]([OH:12])(=[O:11])[C:2]1[C:3](=[CH:7][CH:8]=[CH:9][CH:10]=1)[C:4]([OH:6])=[O:5].[O:13]([CH2:20][CH2:21]O)[C:14]1[CH:19]=[CH:18][CH:17]=[CH:16][CH:15]=1.[OH-].[K+], predict the reaction product. The product is: [O:13]([CH2:20][CH2:21][C:10]1[CH:9]=[CH:8][CH:7]=[C:3]([C:4]([OH:6])=[O:5])[C:2]=1[C:1]([OH:12])=[O:11])[C:14]1[CH:19]=[CH:18][CH:17]=[CH:16][CH:15]=1.